From a dataset of Catalyst prediction with 721,799 reactions and 888 catalyst types from USPTO. Predict which catalyst facilitates the given reaction. (1) Reactant: [CH2:1]([N:8]1[C:11](=[O:12])[CH2:10][C@H:9]1[C:13]([O:15]CC1C=CC=CC=1)=[O:14])[C:2]1[CH:7]=[CH:6][CH:5]=[CH:4][CH:3]=1. Product: [CH2:1]([N:8]1[C:11](=[O:12])[CH2:10][C@H:9]1[C:13]([OH:15])=[O:14])[C:2]1[CH:7]=[CH:6][CH:5]=[CH:4][CH:3]=1. The catalyst class is: 19. (2) Reactant: [CH2:1]([N:8]([CH2:31][C@@H:32]([C:34]1[CH:45]=[CH:44][C:37]2[O:38]C(C)(C)[O:40][CH2:41][C:36]=2[CH:35]=1)[OH:33])[CH2:9][CH2:10][CH2:11][CH2:12][CH2:13][CH2:14][O:15][CH2:16][CH2:17][CH2:18][CH2:19][C:20]1[CH:21]=[C:22]([NH:27][C:28]([NH2:30])=[O:29])[CH:23]=[C:24]([CH3:26])[CH:25]=1)[C:2]1[CH:7]=[CH:6][CH:5]=[CH:4][CH:3]=1.Cl.C(=O)(O)[O-].[Na+]. Product: [CH2:1]([N:8]([CH2:31][C@H:32]([OH:33])[C:34]1[CH:45]=[CH:44][C:37]([OH:38])=[C:36]([CH2:41][OH:40])[CH:35]=1)[CH2:9][CH2:10][CH2:11][CH2:12][CH2:13][CH2:14][O:15][CH2:16][CH2:17][CH2:18][CH2:19][C:20]1[CH:21]=[C:22]([NH:27][C:28]([NH2:30])=[O:29])[CH:23]=[C:24]([CH3:26])[CH:25]=1)[C:2]1[CH:7]=[CH:6][CH:5]=[CH:4][CH:3]=1. The catalyst class is: 8. (3) Reactant: Br[CH2:2][C:3]1[CH:4]=[C:5]2[C:9](=[C:10]([CH3:12])[CH:11]=1)[C:8](=[O:13])[N:7]([CH2:14][C:15]1[CH:20]=[CH:19][C:18]([O:21][C:22]([F:25])([F:24])[F:23])=[CH:17][CH:16]=1)[CH2:6]2.CN[CH2:28][C:29]1[CH:34]=[CH:33][CH:32]=[CH:31][CH:30]=1.[CH:35]([N:38](C(C)C)CC)(C)C. Product: [CH2:28]([CH2:35][NH:38][CH2:2][C:3]1[CH:4]=[C:5]2[C:9](=[C:10]([CH3:12])[CH:11]=1)[C:8](=[O:13])[N:7]([CH2:14][C:15]1[CH:20]=[CH:19][C:18]([O:21][C:22]([F:25])([F:24])[F:23])=[CH:17][CH:16]=1)[CH2:6]2)[C:29]1[CH:30]=[CH:31][CH:32]=[CH:33][CH:34]=1. The catalyst class is: 10. (4) Reactant: [CH:1]1([C:4]2([F:23])[CH2:7][N:6]([C:8]3[N:13]=[C:12](SC)[N:11]=[C:10]([NH:16][C:17]4[NH:21][N:20]=[C:19]([CH3:22])[CH:18]=4)[CH:9]=3)[CH2:5]2)[CH2:3][CH2:2]1.O[O:25][S:26]([O-:28])=O.[K+].OS([O-])=O.[Na+].[C:35]([O-])([O-])=O.[K+].[K+]. Product: [CH:1]1([C:4]2([F:23])[CH2:7][N:6]([C:8]3[N:13]=[C:12]([S:26]([CH3:35])(=[O:28])=[O:25])[N:11]=[C:10]([NH:16][C:17]4[NH:21][N:20]=[C:19]([CH3:22])[CH:18]=4)[CH:9]=3)[CH2:5]2)[CH2:2][CH2:3]1. The catalyst class is: 24. (5) Reactant: [CH2:1]([NH:8][C:9]([C:11]1[S:12][CH:13]=[CH:14][C:15]=1[CH3:16])=[O:10])[C:2]1[CH:7]=[CH:6][CH:5]=[CH:4][CH:3]=1.[Br:17]N1C(=O)CCC1=O. Product: [CH2:1]([NH:8][C:9]([C:11]1[S:12][C:13]([Br:17])=[CH:14][C:15]=1[CH3:16])=[O:10])[C:2]1[CH:3]=[CH:4][CH:5]=[CH:6][CH:7]=1. The catalyst class is: 115. (6) Reactant: Cl.[NH2+:2]1[CH2:7][CH2:6][CH2:5][C@@H:4]2[C:8]3[CH:9]=[CH:10][CH:11]=[CH:12][C:13]=3[CH2:14][C@@H:3]12.C(N(CC)CC)C.Br[CH2:23][CH2:24][CH3:25]. Product: [CH2:23]([N:2]1[CH2:7][CH2:6][CH2:5][C@@H:4]2[C:8]3[CH:9]=[CH:10][CH:11]=[CH:12][C:13]=3[CH2:14][C@@H:3]12)[CH2:24][CH3:25]. The catalyst class is: 9. (7) Reactant: [CH3:1][O:2][CH:3]1[CH:7]([C:8](OC)=O)[CH2:6][CH:5](OC)[O:4]1.[CH3:14][N:15]1[C:19]([NH2:20])=[CH:18][CH:17]=[N:16]1. Product: [CH3:14][N:15]1[C:19]([N:20]2[CH:5]=[CH:6][C:7]([C:3]([O:2][CH3:1])=[O:4])=[CH:8]2)=[CH:18][CH:17]=[N:16]1. The catalyst class is: 15. (8) Reactant: Cl[C:2]1[N:10]([CH3:11])[C:5]2=[N:6][CH:7]=[CH:8][CH:9]=[C:4]2[N:3]=1.[CH2:12]([N:14]1[C:22]2[C:17](=[N:18][CH:19]=[CH:20][CH:21]=2)[N:16]([C:23]2[CH:28]=[CH:27][C:26]([OH:29])=[CH:25][CH:24]=2)[C:15]1=[O:30])[CH3:13].[H-].[Na+].[Cl-].[Cl-].[Ca+2].Cl. Product: [CH2:12]([N:14]1[C:22]2[C:17](=[N:18][CH:19]=[CH:20][CH:21]=2)[N:16]([C:23]2[CH:24]=[CH:25][C:26]([O:29][C:2]3[N:10]([CH3:11])[C:5]4=[N:6][CH:7]=[CH:8][CH:9]=[C:4]4[N:3]=3)=[CH:27][CH:28]=2)[C:15]1=[O:30])[CH3:13]. The catalyst class is: 3. (9) The catalyst class is: 61. Reactant: C[O:2][C:3]([C:5]1[C:10]2[C@@H:11]3[C@H:16]([CH2:17][CH2:18][C:9]=2[CH:8]=[CH:7][CH:6]=1)[N:15]([C:19]([C:21]1[CH:29]=[CH:28][C:24]2[NH:25][CH:26]=[N:27][C:23]=2[CH:22]=1)=[O:20])[CH2:14][CH2:13][CH2:12]3)=O. Product: [NH:25]1[C:24]2[CH:28]=[CH:29][C:21]([C:19]([N:15]3[C@@H:16]4[C@@H:11]([C:10]5[C:5]([CH2:3][OH:2])=[CH:6][CH:7]=[CH:8][C:9]=5[CH2:18][CH2:17]4)[CH2:12][CH2:13][CH2:14]3)=[O:20])=[CH:22][C:23]=2[N:27]=[CH:26]1. (10) Reactant: [Cl:1][C:2]1[CH:8]=[C:7]([Cl:9])[CH:6]=[CH:5][C:3]=1[NH2:4].Cl.[N:11]([O-])=O.[Na+].[OH-].[Na+].[C:17]([C:21]1[CH:26]=[C:25]([C:27]([CH3:30])([CH3:29])[CH3:28])[CH:24]=[CH:23][C:22]=1[OH:31])([CH3:20])([CH3:19])[CH3:18]. Product: [C:17]([C:21]1[CH:26]=[C:25]([C:27]([CH3:30])([CH3:29])[CH3:28])[CH:24]=[C:23]([N:11]=[N:4][C:3]2[CH:5]=[CH:6][C:7]([Cl:9])=[CH:8][C:2]=2[Cl:1])[C:22]=1[OH:31])([CH3:20])([CH3:19])[CH3:18]. The catalyst class is: 72.